This data is from Catalyst prediction with 721,799 reactions and 888 catalyst types from USPTO. The task is: Predict which catalyst facilitates the given reaction. (1) Reactant: Cl.[CH3:2][O:3][C:4](=[O:10])[C@@H:5]1[CH2:9][CH2:8][CH2:7][NH:6]1.[NH:11]([C:20]([O:22][C:23]([CH3:26])([CH3:25])[CH3:24])=[O:21])[C@H:12]([C:17](O)=[O:18])[CH2:13][CH:14]([CH3:16])[CH3:15].F[P-](F)(F)(F)(F)F.N1(O[P+](N(C)C)(N(C)C)N(C)C)C2C=CC=CC=2N=N1.CCN(C(C)C)C(C)C. Product: [NH:11]([C:20]([O:22][C:23]([CH3:25])([CH3:24])[CH3:26])=[O:21])[C@H:12]([C:17]([N:6]1[CH2:7][CH2:8][CH2:9][C@H:5]1[C:4]([O:3][CH3:2])=[O:10])=[O:18])[CH2:13][CH:14]([CH3:16])[CH3:15]. The catalyst class is: 3. (2) Reactant: [OH:1][C:2]1[CH:3]=[C:4]([CH2:9][C:10]([O:12][CH3:13])=[O:11])[CH:5]=[C:6]([OH:8])[CH:7]=1.[H-].[Na+].[N+:16]([C:19]1[CH:24]=[C:23]([S:25]([C:28]([F:31])([F:30])[F:29])(=[O:27])=[O:26])[CH:22]=[CH:21][C:20]=1Cl)([O-:18])=[O:17].Cl. The catalyst class is: 1. Product: [CH3:13][O:12][C:10](=[O:11])[CH2:9][C:4]1[CH:3]=[C:2]([O:1][C:20]2[CH:21]=[CH:22][C:23]([S:25]([C:28]([F:31])([F:30])[F:29])(=[O:27])=[O:26])=[CH:24][C:19]=2[N+:16]([O-:18])=[O:17])[CH:7]=[C:6]([O:8][C:20]2[CH:21]=[CH:22][C:23]([S:25]([C:28]([F:30])([F:31])[F:29])(=[O:27])=[O:26])=[CH:24][C:19]=2[N+:16]([O-:18])=[O:17])[CH:5]=1. (3) Reactant: [O:1]=[C:2]([CH3:20])[CH:3]([C:14]1[CH:19]=[CH:18][CH:17]=[CH:16][CH:15]=1)[C:4]([NH:6][CH2:7][CH2:8][C:9]1[S:10][CH:11]=[CH:12][CH:13]=1)=[O:5].[F:21][C:22]([F:35])([F:34])[S:23](O[S:23]([C:22]([F:35])([F:34])[F:21])(=[O:25])=[O:24])(=[O:25])=[O:24].C(N(CC)CC)C. Product: [F:21][C:22]([F:35])([F:34])[S:23]([O:1]/[C:2](/[CH3:20])=[C:3](/[C:14]1[CH:19]=[CH:18][CH:17]=[CH:16][CH:15]=1)\[C:4](=[O:5])[NH:6][CH2:7][CH2:8][C:9]1[S:10][CH:11]=[CH:12][CH:13]=1)(=[O:25])=[O:24]. The catalyst class is: 4. (4) Reactant: C(OC([N:8]1[CH2:12][CH2:11][CH2:10][C@@H:9]1[CH2:13][O:14][C:15]1[CH:20]=[CH:19][C:18]([O:21][C:22]2[NH:26][C:25]3[CH:27]=[CH:28][CH:29]=[CH:30][C:24]=3[N:23]=2)=[CH:17][CH:16]=1)=O)(C)(C)C.[ClH:31].CCOCC. Product: [ClH:31].[NH:8]1[CH2:12][CH2:11][CH2:10][C@@H:9]1[CH2:13][O:14][C:15]1[CH:20]=[CH:19][C:18]([O:21][C:22]2[NH:23][C:24]3[CH:30]=[CH:29][CH:28]=[CH:27][C:25]=3[N:26]=2)=[CH:17][CH:16]=1. The catalyst class is: 12. (5) Reactant: FC(F)(F)S(O[C:7]1[CH:8]=[C:9]2[C@@:20]3([CH2:24][O:23][C:22]([NH2:25])=[N:21]3)[C:19]3[C:14](=[N:15][CH:16]=[C:17](C#CC4(C)COC4)[CH:18]=3)[O:13][C:10]2=[CH:11][CH:12]=1)(=O)=O.FC1C(B(O)O)=CC=CN=1.C(=O)([O-])[O-].[K+].[K+]. Product: [O:23]1[CH2:24][C:20]2([C:19]3[C:14](=[N:15][CH:16]=[CH:17][CH:18]=3)[O:13][C:10]3[C:9]2=[CH:8][CH:7]=[CH:12][CH:11]=3)[N:21]=[C:22]1[NH2:25]. The catalyst class is: 694. (6) Product: [I:25][CH2:26][CH2:27][CH2:28][CH2:29][CH2:30][N:8]1[C:4]([CH3:24])([CH3:3])[C:5](=[O:23])[N:6]([C:10]2[CH:15]=[CH:14][C:13]([N+:16]([O-:18])=[O:17])=[C:12]([C:19]([F:22])([F:21])[F:20])[CH:11]=2)[C:7]1=[O:9]. Reactant: [H-].[Na+].[CH3:3][C:4]1([CH3:24])[NH:8][C:7](=[O:9])[N:6]([C:10]2[CH:15]=[CH:14][C:13]([N+:16]([O-:18])=[O:17])=[C:12]([C:19]([F:22])([F:21])[F:20])[CH:11]=2)[C:5]1=[O:23].[I:25][CH2:26][CH2:27][CH2:28][CH2:29][CH2:30]I.[NH4+].[Cl-]. The catalyst class is: 3. (7) The catalyst class is: 80. Reactant: [C:1]([N:4]1[CH2:9][CH2:8][C:7]2[N:10]=[C:11]([C:13]3[CH:18]=[CH:17][C:16]([OH:19])=[CH:15][CH:14]=3)[S:12][C:6]=2[CH2:5]1)(=[O:3])[CH3:2].[H-].[Na+].CC1C=CC(S(O[C@H:33]2[CH2:36][C@@H:35]([N:37]3[CH2:42][CH2:41][O:40][CH2:39][CH2:38]3)[CH2:34]2)(=O)=O)=CC=1.[Cl-].[Na+]. Product: [C:1]([N:4]1[CH2:9][CH2:8][C:7]2[N:10]=[C:11]([C:13]3[CH:18]=[CH:17][C:16]([O:19][C@H:33]4[CH2:36][C@H:35]([N:37]5[CH2:42][CH2:41][O:40][CH2:39][CH2:38]5)[CH2:34]4)=[CH:15][CH:14]=3)[S:12][C:6]=2[CH2:5]1)(=[O:3])[CH3:2]. (8) The catalyst class is: 7. Reactant: [N+:1]([CH3:4])([O-:3])=[O:2].[CH3:5][N:6]1[C:10]([CH:11]=[O:12])=[CH:9][C:8]([CH3:13])=[N:7]1.C(N(CC)CC)C. Product: [CH3:5][N:6]1[C:10]([CH:11]([OH:12])[CH2:4][N+:1]([O-:3])=[O:2])=[CH:9][C:8]([CH3:13])=[N:7]1.